From a dataset of Full USPTO retrosynthesis dataset with 1.9M reactions from patents (1976-2016). Predict the reactants needed to synthesize the given product. (1) Given the product [Cl:9][C:10]1[CH:18]=[CH:17][C:13]([C:14]([C:3]2[C:4]([CH3:8])=[N:5][N:6]([CH3:7])[C:2]=2[OH:1])=[O:15])=[C:12]([CH3:19])[C:11]=1[S:20]([CH2:22][CH3:23])=[O:21], predict the reactants needed to synthesize it. The reactants are: [OH:1][C:2]1[N:6]([CH3:7])[N:5]=[C:4]([CH3:8])[CH:3]=1.[Cl:9][C:10]1[CH:18]=[CH:17][C:13]([C:14](O)=[O:15])=[C:12]([CH3:19])[C:11]=1[S:20]([CH2:22][CH3:23])=[O:21].Cl.CN(C)CCCN=C=NCC.Cl.C(N(CC)CC)C.[C-]#N.[K+].C(=O)(O)[O-].[Na+]. (2) Given the product [CH3:17][C:9]1[C:8]([N:5]2[CH2:6][CH2:7][N:2]([CH3:1])[CH2:3][CH2:4]2)=[C:13]([NH2:14])[CH:12]=[N:11][CH:10]=1, predict the reactants needed to synthesize it. The reactants are: [CH3:1][N:2]1[CH2:7][CH2:6][N:5]([C:8]2[C:13]([N+:14]([O-])=O)=[CH:12][N:11]=[CH:10][C:9]=2[CH3:17])[CH2:4][CH2:3]1. (3) The reactants are: [C:1]([NH:5][C:6]1[N:7]=[C:8](Cl)[CH:9]=[C:10]2[C:15]=1[C:14](=[O:16])[NH:13][CH:12]=[CH:11]2)([CH3:4])([CH3:3])[CH3:2].CC1(C)C(C)(C)OB([C:26]2[CH:27]=[N:28][C:29]([NH2:32])=[N:30][CH:31]=2)O1.C([O-])([O-])=O.[K+].[K+].CC(O)C. Given the product [NH2:32][C:29]1[N:30]=[CH:31][C:26]([C:8]2[CH:9]=[C:10]3[C:15](=[C:6]([NH:5][C:1]([CH3:4])([CH3:3])[CH3:2])[N:7]=2)[C:14](=[O:16])[NH:13][CH:12]=[CH:11]3)=[CH:27][N:28]=1, predict the reactants needed to synthesize it. (4) Given the product [Br:23][C:20]1[CH:21]=[CH:22][C:17]([CH2:16][NH:15][C:41]([C:40]2[NH:39][C:38]([CH3:44])=[N:37][C:36]=2[Cl:35])=[O:42])=[C:18]([F:34])[C:19]=1[O:24][C:25]1[CH:26]=[C:27]([C:28]#[N:29])[CH:30]=[C:31]([Cl:33])[CH:32]=1, predict the reactants needed to synthesize it. The reactants are: C(Cl)CCl.C1C=CC2N(O)N=NC=2C=1.[NH2:15][CH2:16][C:17]1[C:18]([F:34])=[C:19]([O:24][C:25]2[CH:26]=[C:27]([CH:30]=[C:31]([Cl:33])[CH:32]=2)[C:28]#[N:29])[C:20]([Br:23])=[CH:21][CH:22]=1.[Cl:35][C:36]1[N:37]=[C:38]([CH3:44])[NH:39][C:40]=1[C:41](O)=[O:42]. (5) Given the product [Br:1][C:2]1[CH:3]=[C:4]2[C:12](=[CH:13][CH:14]=1)[NH:11][C:10]1[CH:9]([NH:15][C:16](=[O:25])[C:17]3[CH:22]=[CH:21][CH:20]=[C:19]([O:23][CH3:24])[CH:18]=3)[CH2:8][CH2:7][CH2:6][C:5]2=1, predict the reactants needed to synthesize it. The reactants are: [Br:1][C:2]1[CH:3]=[C:4]2[C:12](=[CH:13][CH:14]=1)[NH:11][C:10]1[CH:9]([NH2:15])[CH2:8][CH2:7][CH2:6][C:5]2=1.[C:16](Cl)(=[O:25])[C:17]1[CH:22]=[CH:21][CH:20]=[C:19]([O:23][CH3:24])[CH:18]=1. (6) Given the product [F:27][CH2:26][CH2:25][C:7]1([C:13]([O:15][CH2:16][CH3:17])=[O:14])[CH2:6][C:5]2[C:9](=[CH:10][CH:11]=[C:3]([O:2][CH3:1])[CH:4]=2)[C:8]1=[O:12], predict the reactants needed to synthesize it. The reactants are: [CH3:1][O:2][C:3]1[CH:4]=[C:5]2[C:9](=[CH:10][CH:11]=1)[C:8](=[O:12])[CH:7]([C:13]([O:15][CH2:16][CH3:17])=[O:14])[CH2:6]2.C([O-])([O-])=O.[K+].[K+].Br[CH2:25][CH2:26][F:27]. (7) Given the product [CH:1]1([NH:4][C:5](=[O:30])[C:6]2[CH:11]=[CH:10][C:9]([CH3:12])=[C:8]([C:13]3[CH:22]=[C:21]4[C:16]([C:17]([C:24]5[CH:25]=[CH:26][CH:27]=[CH:28][CH:29]=5)=[N:18][CH:19]=[N:20]4)=[CH:15][CH:14]=3)[CH:7]=2)[CH2:3][CH2:2]1, predict the reactants needed to synthesize it. The reactants are: [CH:1]1([NH:4][C:5](=[O:30])[C:6]2[CH:11]=[CH:10][C:9]([CH3:12])=[C:8]([C:13]3[CH:22]=[C:21]4[C:16]([C:17]([C:24]5[CH:29]=[CH:28][CH:27]=[CH:26][CH:25]=5)=[N:18][C:19](=O)[NH:20]4)=[CH:15][CH:14]=3)[CH:7]=2)[CH2:3][CH2:2]1.C(N)=O.